From a dataset of Full USPTO retrosynthesis dataset with 1.9M reactions from patents (1976-2016). Predict the reactants needed to synthesize the given product. (1) Given the product [C:18]([C:16]1[O:15][N:14]=[C:13]([NH:12][C:10](=[O:11])[C:9]([S:4][CH2:3][CH:2]([CH3:5])[CH3:1])([CH3:22])[CH3:23])[CH:17]=1)([CH3:21])([CH3:20])[CH3:19], predict the reactants needed to synthesize it. The reactants are: [CH3:1][CH:2]([CH3:5])[CH2:3][SH:4].[OH-].[K+].Br[C:9]([CH3:23])([CH3:22])[C:10]([NH:12][C:13]1[CH:17]=[C:16]([C:18]([CH3:21])([CH3:20])[CH3:19])[O:15][N:14]=1)=[O:11]. (2) The reactants are: S(Cl)([Cl:3])=O.[Br:5][C:6]1[CH:7]=[CH:8][C:9]([CH2:12]O)=[N:10][CH:11]=1. Given the product [Br:5][C:6]1[CH:7]=[CH:8][C:9]([CH2:12][Cl:3])=[N:10][CH:11]=1, predict the reactants needed to synthesize it. (3) Given the product [OH:41][CH2:40][C:39]([NH:38][S:35]([C:31]1[CH:30]=[C:29]([NH:28][C:25]([C:24]2[CH:23]=[N:22][N:15]3[C:16]([C:18]([F:19])([F:20])[F:21])=[CH:17][C:12]([C:4]4[CH:5]=[CH:6][C:7]([C:8]([F:9])([F:11])[F:10])=[C:2]([F:1])[CH:3]=4)=[N:13][C:14]=23)=[O:27])[CH:34]=[CH:33][CH:32]=1)(=[O:37])=[O:36])([CH3:43])[CH3:42], predict the reactants needed to synthesize it. The reactants are: [F:1][C:2]1[CH:3]=[C:4]([C:12]2[CH:17]=[C:16]([C:18]([F:21])([F:20])[F:19])[N:15]3[N:22]=[CH:23][C:24]([C:25]([OH:27])=O)=[C:14]3[N:13]=2)[CH:5]=[CH:6][C:7]=1[C:8]([F:11])([F:10])[F:9].[NH2:28][C:29]1[CH:30]=[C:31]([S:35]([NH:38][C:39]([CH3:43])([CH3:42])[CH2:40][OH:41])(=[O:37])=[O:36])[CH:32]=[CH:33][CH:34]=1. (4) Given the product [NH:39]1[C:40]2[C:36](=[CH:35][C:34]([C:2]3[CH:3]=[C:4]([C:23]([NH2:25])=[O:24])[C:5]4[NH:6][C:7]5[CH:8]=[C:9]([C:15]([N:17]6[CH2:18][CH2:19][O:20][CH2:21][CH2:22]6)=[O:16])[CH:10]=[CH:11][C:12]=5[C:13]=4[N:14]=3)=[CH:42][CH:41]=2)[CH:37]=[CH:38]1, predict the reactants needed to synthesize it. The reactants are: Br[C:2]1[CH:3]=[C:4]([C:23]([NH2:25])=[O:24])[C:5]2[NH:6][C:7]3[CH:8]=[C:9]([C:15]([N:17]4[CH2:22][CH2:21][O:20][CH2:19][CH2:18]4)=[O:16])[CH:10]=[CH:11][C:12]=3[C:13]=2[N:14]=1.CC1(C)C(C)(C)OB([C:34]2[CH:35]=[C:36]3[C:40](=[CH:41][CH:42]=2)[NH:39][CH:38]=[CH:37]3)O1.[O-]P([O-])([O-])=O.[K+].[K+].[K+].C1(P(C2CCCCC2)C2C=CC=CC=2C2C(OC)=CC=CC=2OC)CCCCC1.C([O-])([O-])=O.[Na+].[Na+]. (5) Given the product [CH3:1][O:2][C:3](=[O:15])[C:4]1[C:5](=[C:10]([NH:24][C:21]2[CH:22]=[CH:23][C:18]([O:17][CH3:16])=[CH:19][C:20]=2[O:25][C:26]2[CH:27]=[CH:28][CH:29]=[CH:30][CH:31]=2)[CH:11]=[CH:12][CH:13]=1)[C:6]([O:8][CH3:9])=[O:7], predict the reactants needed to synthesize it. The reactants are: [CH3:1][O:2][C:3](=[O:15])[C:4]1[C:5](=[C:10](I)[CH:11]=[CH:12][CH:13]=1)[C:6]([O:8][CH3:9])=[O:7].[CH3:16][O:17][C:18]1[CH:23]=[CH:22][C:21]([NH2:24])=[C:20]([O:25][C:26]2[CH:31]=[CH:30][CH:29]=[CH:28][CH:27]=2)[CH:19]=1.C1C=CC(P(C2C(C3C(P(C4C=CC=CC=4)C4C=CC=CC=4)=CC=C4C=3C=CC=C4)=C3C(C=CC=C3)=CC=2)C2C=CC=CC=2)=CC=1.C(=O)([O-])[O-].[Cs+].[Cs+].